This data is from Forward reaction prediction with 1.9M reactions from USPTO patents (1976-2016). The task is: Predict the product of the given reaction. Given the reactants [CH2:1]([C:3]1[N:7]([C:8]2[C:9]([CH3:18])=[C:10]([CH:15]=[CH:16][CH:17]=2)[C:11](OC)=[O:12])[C:6]2[CH:19]=[C:20]([F:23])[CH:21]=[CH:22][C:5]=2[N:4]=1)[CH3:2].[H-].[Al+3].[Li+].[H-].[H-].[H-].O.O.O.O.O.O.O.O.O.O.[O-]S([O-])(=O)=O.[Na+].[Na+].C(OCC)(=O)C, predict the reaction product. The product is: [CH2:1]([C:3]1[N:7]([C:8]2[C:9]([CH3:18])=[C:10]([CH2:11][OH:12])[CH:15]=[CH:16][CH:17]=2)[C:6]2[CH:19]=[C:20]([F:23])[CH:21]=[CH:22][C:5]=2[N:4]=1)[CH3:2].